This data is from Catalyst prediction with 721,799 reactions and 888 catalyst types from USPTO. The task is: Predict which catalyst facilitates the given reaction. (1) Reactant: [Cl:1][C@@H:2]1[C@H:7]([O:8][Si:9]([C:12]([CH3:15])([CH3:14])[CH3:13])([CH3:11])[CH3:10])[C@@H:6]([CH2:16][O:17][Si:18]([C:21]([CH3:24])([CH3:23])[CH3:22])([CH3:20])[CH3:19])[O:5][CH:3]1[OH:4].C(N(CC)CC)C.CS([Cl:36])(=O)=O. Product: [Cl:36][C:3]1([O:5][C@H:6]([CH2:16][O:17][Si:18]([C:21]([CH3:24])([CH3:23])[CH3:22])([CH3:19])[CH3:20])[C@@H:7]([O:8][Si:9]([C:12]([CH3:15])([CH3:14])[CH3:13])([CH3:11])[CH3:10])[C@H:2]1[Cl:1])[OH:4]. The catalyst class is: 2. (2) Reactant: [CH:1]([C:3]1([CH2:7][C:8]([O:10][CH3:11])=[O:9])[CH2:6][CH2:5][CH2:4]1)=C.C12BC(CCC1)CCC2.O1CCCC1.[OH-].[Na+].OO.Cl. Product: [CH2:7]1[C:3]2([CH2:4][CH2:5][CH2:6]2)[CH2:1][CH2:11][O:10][C:8]1=[O:9]. The catalyst class is: 214. (3) Reactant: [F:1][C:2]1[CH:7]=[CH:6][C:5]([O:8][C:9]2[CH:10]=[N:11][C:12]([N+:15]([O-])=O)=[CH:13][CH:14]=2)=[CH:4][C:3]=1[NH:18][C:19]([NH:21][C:22]1[N:26]([C:27]2[CH:28]=[C:29]3[C:34](=[CH:35][CH:36]=2)[N:33]=[CH:32][CH:31]=[CH:30]3)[N:25]=[C:24]([CH:37]([CH3:39])[CH3:38])[CH:23]=1)=[O:20].[NH4+].[Cl-]. Product: [NH2:15][C:12]1[N:11]=[CH:10][C:9]([O:8][C:5]2[CH:6]=[CH:7][C:2]([F:1])=[C:3]([NH:18][C:19]([NH:21][C:22]3[N:26]([C:27]4[CH:28]=[C:29]5[C:34](=[CH:35][CH:36]=4)[N:33]=[CH:32][CH:31]=[CH:30]5)[N:25]=[C:24]([CH:37]([CH3:38])[CH3:39])[CH:23]=3)=[O:20])[CH:4]=2)=[CH:14][CH:13]=1. The catalyst class is: 284. (4) Reactant: Br[C:2]1[CH:7]=[C:6]([O:8][Si:9]([C:12]([CH3:15])([CH3:14])[CH3:13])([CH3:11])[CH3:10])[CH:5]=[CH:4][C:3]=1[CH2:16][C:17]([O:19][CH2:20][C:21]1[CH:26]=[CH:25][CH:24]=[CH:23][CH:22]=1)=[O:18].P([O-])([O-])([O-])=O.[K+].[K+].[K+].C1(P([CH:48]2[CH2:53][CH2:52]CCC2)C2CCCCC2)CCCCC1.C1(B(O)O)CC1. Product: [Si:9]([O:8][C:6]1[CH:5]=[CH:4][C:3]([CH2:16][C:17]([O:19][CH2:20][C:21]2[CH:26]=[CH:25][CH:24]=[CH:23][CH:22]=2)=[O:18])=[C:2]([CH:52]2[CH2:53][CH2:48]2)[CH:7]=1)([C:12]([CH3:15])([CH3:14])[CH3:13])([CH3:11])[CH3:10]. The catalyst class is: 493. (5) Reactant: [Br:1][C:2]1[CH:3]=[C:4]([CH:8]=[C:9]([I:11])[CH:10]=1)[C:5]([OH:7])=[O:6].Cl.CN(C)CCCC(N=C=N)C.[C:24](O)([CH3:27])([CH3:26])[CH3:25]. Product: [Br:1][C:2]1[CH:3]=[C:4]([CH:8]=[C:9]([I:11])[CH:10]=1)[C:5]([O:7][C:24]([CH3:27])([CH3:26])[CH3:25])=[O:6]. The catalyst class is: 119. (6) Reactant: [CH3:1][O:2][C:3]1[CH:4]=[CH:5][C:6]2[NH:12][C:11](=[O:13])[N:10]([CH:14]3[CH2:19][CH2:18][N:17]([C:20]4[N:25]=[CH:24][N:23]=[C:22]([C:26](O)=[O:27])[CH:21]=4)[CH2:16][CH2:15]3)[CH2:9][CH2:8][C:7]=2[CH:29]=1.[NH:30]1[C:38]2[C:33](=[CH:34][CH:35]=[CH:36][CH:37]=2)[CH2:32][CH:31]1[CH2:39][OH:40].CN(C(ON1N=NC2C=CC=CC1=2)=[N+](C)C)C.[B-](F)(F)(F)F. Product: [OH:40][CH2:39][CH:31]1[CH2:32][C:33]2[C:38](=[CH:37][CH:36]=[CH:35][CH:34]=2)[N:30]1[C:26]([C:22]1[N:23]=[CH:24][N:25]=[C:20]([N:17]2[CH2:16][CH2:15][CH:14]([N:10]3[CH2:9][CH2:8][C:7]4[CH:29]=[C:3]([O:2][CH3:1])[CH:4]=[CH:5][C:6]=4[NH:12][C:11]3=[O:13])[CH2:19][CH2:18]2)[CH:21]=1)=[O:27]. The catalyst class is: 3. (7) Reactant: Br[CH2:2][CH:3]1[CH2:6][CH2:5][CH2:4]1.[Mg].II.[C:10]([N:14]1[CH:18]=[C:17]([CH:19]=[O:20])/[C:16](=[N:21]/[C:22](=[O:32])[C:23]2[CH:28]=[C:27]([Cl:29])[CH:26]=[CH:25][C:24]=2[O:30][CH3:31])/[S:15]1)([CH3:13])([CH3:12])[CH3:11]. Product: [C:10]([N:14]1[CH:18]=[C:17]([CH:19]([OH:20])[CH2:2][CH:3]2[CH2:6][CH2:5][CH2:4]2)/[C:16](=[N:21]/[C:22](=[O:32])[C:23]2[CH:28]=[C:27]([Cl:29])[CH:26]=[CH:25][C:24]=2[O:30][CH3:31])/[S:15]1)([CH3:13])([CH3:12])[CH3:11]. The catalyst class is: 1.